This data is from Reaction yield outcomes from USPTO patents with 853,638 reactions. The task is: Predict the reaction yield, written as a fraction of the theoretical maximum amount of product (1.0 means a 100% yield; for example, 0.34 means a 34% yield). (1) The reactants are Cl[CH2:2][C:3]1[CH:4]=[C:5]([O:12][CH3:13])[C:6]2[O:10][CH2:9][O:8][C:7]=2[CH:11]=1.[C-:14]#[N:15].[Na+].O. The catalyst is CS(C)=O. The product is [CH3:13][O:12][C:5]1[C:6]2[O:10][CH2:9][O:8][C:7]=2[CH:11]=[C:3]([CH2:2][C:14]#[N:15])[CH:4]=1. The yield is 0.450. (2) The reactants are [CH2:1]([N:8]1[C:16]2[C:11](=[CH:12][CH:13]=[CH:14][CH:15]=2)[C@:10]2([CH2:18][C@H:17]2[C:19]2[CH:27]=[C:26]3[C:22]([CH:23]=[N:24][N:25]3[CH2:28][C:29]3[CH:34]=[CH:33][CH:32]=[CH:31][CH:30]=3)=[CH:21][CH:20]=2)[C:9]1=[O:35])[C:2]1[CH:7]=[CH:6][CH:5]=[CH:4][CH:3]=1.CS([O:40][C@@H:41](C1C=C2C(C=NN2CC2C=CC=CC=2)=CC=1)COS(C)(=O)=O)(=O)=O.C(N1C2C(=CC(OC)=CC=2)CC1=O)C1C=CC=CC=1. No catalyst specified. The product is [CH2:1]([N:8]1[C:16]2[C:11](=[CH:12][C:13]([O:40][CH3:41])=[CH:14][CH:15]=2)[C@:10]2([CH2:18][C@H:17]2[C:19]2[CH:27]=[C:26]3[C:22]([CH:23]=[N:24][N:25]3[CH2:28][C:29]3[CH:34]=[CH:33][CH:32]=[CH:31][CH:30]=3)=[CH:21][CH:20]=2)[C:9]1=[O:35])[C:2]1[CH:7]=[CH:6][CH:5]=[CH:4][CH:3]=1. The yield is 0.520. (3) The reactants are [C:1]([C:3]1[CH:8]=[CH:7][C:6]([C@H:9]([OH:23])[CH2:10][N:11]2[CH2:16][CH2:15][CH2:14][C@H:13]([CH2:17][C:18]([O:20][CH2:21][CH3:22])=[O:19])[CH2:12]2)=[CH:5][CH:4]=1)#[N:2].CCN(C(C)C)C(C)C.FC(F)(F)S(O[Si:39]([C:42]([CH3:45])([CH3:44])[CH3:43])([CH3:41])[CH3:40])(=O)=O. The catalyst is C(Cl)Cl. The product is [Si:39]([O:23][C@@H:9]([C:6]1[CH:5]=[CH:4][C:3]([C:1]#[N:2])=[CH:8][CH:7]=1)[CH2:10][N:11]1[CH2:16][CH2:15][CH2:14][C@H:13]([CH2:17][C:18]([O:20][CH2:21][CH3:22])=[O:19])[CH2:12]1)([C:42]([CH3:45])([CH3:44])[CH3:43])([CH3:41])[CH3:40]. The yield is 0.980. (4) The reactants are Cl[C:2]1[C:3]([C:16]2[CH:21]=[CH:20][C:19]([F:22])=[CH:18][CH:17]=2)=[N:4][C:5]2[C:10]([N:11]=1)=[CH:9][C:8]([C:12]([O:14][CH3:15])=[O:13])=[CH:7][CH:6]=2.[CH:23]1([NH2:27])[CH2:26][CH2:25][CH2:24]1.CCN(C(C)C)C(C)C. The catalyst is CS(C)=O. The product is [CH:23]1([NH:27][C:2]2[C:3]([C:16]3[CH:21]=[CH:20][C:19]([F:22])=[CH:18][CH:17]=3)=[N:4][C:5]3[C:10]([N:11]=2)=[CH:9][C:8]([C:12]([O:14][CH3:15])=[O:13])=[CH:7][CH:6]=3)[CH2:26][CH2:25][CH2:24]1. The yield is 0.580. (5) The catalyst is C1COCC1. The reactants are [C:1]([O:5][C:6]([NH:8][C@@H:9]([C:17]([OH:19])=O)[CH2:10][C:11]1[CH:16]=[CH:15][CH:14]=[CH:13][CH:12]=1)=[O:7])([CH3:4])([CH3:3])[CH3:2].[NH:20]1[CH2:25][CH2:24][O:23][CH2:22][CH2:21]1. The product is [N:20]1([CH2:11][CH2:10][CH2:9][NH:8][C:17](=[O:19])[C@@H:9]([CH2:10][C:11]2[CH:12]=[CH:13][CH:14]=[CH:15][CH:16]=2)[NH:8][C:6]([O:5][C:1]([CH3:2])([CH3:3])[CH3:4])=[O:7])[CH2:25][CH2:24][O:23][CH2:22][CH2:21]1. The yield is 0.880. (6) The reactants are [F:1][C:2]1[CH:3]=[C:4]([CH:7]=[C:8]([O:11]C)[C:9]=1[OH:10])[CH:5]=[O:6].B(Br)(Br)Br.N#N. The catalyst is ClCCl. The product is [F:1][C:2]1[CH:3]=[C:4]([CH:7]=[C:8]([OH:11])[C:9]=1[OH:10])[CH:5]=[O:6]. The yield is 0.890.